Dataset: Reaction yield outcomes from USPTO patents with 853,638 reactions. Task: Predict the reaction yield, written as a fraction of the theoretical maximum amount of product (1.0 means a 100% yield; for example, 0.34 means a 34% yield). (1) The reactants are [Cl:1][C:2]1[CH:3]=[CH:4][C:5]([O:33][CH3:34])=[C:6]([C:8]2[C:17]3[C:12](=[CH:13][C:14]([S:18]([O:21]C4C(F)=C(F)C(F)=C(F)C=4F)(=[O:20])=O)=[CH:15][CH:16]=3)[CH:11]=[CH:10][N:9]=2)[CH:7]=1.[S:35]1[C:39]([NH2:40])=[N:38][CH:37]=[N:36]1.C(=O)([O-])[O-].[Cs+].[Cs+].C(#N)C. The catalyst is CCOC(C)=O.Cl. The product is [Cl:1][C:2]1[CH:3]=[CH:4][C:5]([O:33][CH3:34])=[C:6]([C:8]2[C:17]3[C:12](=[CH:13][C:14]([S:18]([NH:40][C:39]4[S:35][N:36]=[CH:37][N:38]=4)(=[O:20])=[O:21])=[CH:15][CH:16]=3)[CH:11]=[CH:10][N:9]=2)[CH:7]=1. The yield is 0.790. (2) The reactants are [C:1]([C:3]1[CH:4]=[C:5]2[C:9](=[CH:10][CH:11]=1)[NH:8][C:7](=[O:12])[CH2:6]2)#[N:2].[H-].[Na+].[Cl:15][C:16]1[N:21]=[CH:20][C:19]([S:22]([N:25]([CH3:33])[CH2:26][CH2:27][N:28]2[CH2:32][CH2:31][CH2:30][CH2:29]2)(=[O:24])=[O:23])=[CH:18][CH:17]=1.C([O-])(O)=O.[Na+]. The catalyst is CN(C)C=O. The product is [ClH:15].[C:1]([C:3]1[CH:4]=[C:5]2[C:9](=[CH:10][CH:11]=1)[NH:8][C:7]([OH:12])=[C:6]2[C:16]1[N:21]=[CH:20][C:19]([S:22]([N:25]([CH3:33])[CH2:26][CH2:27][N:28]2[CH2:32][CH2:31][CH2:30][CH2:29]2)(=[O:24])=[O:23])=[CH:18][CH:17]=1)#[N:2]. The yield is 0.380. (3) The reactants are [CH2:1]([N:3]([C:10]1[CH:11]=[N:12][O:13][C:14]=1[CH3:15])[C:4](=[O:9])[C:5]([F:8])([F:7])[F:6])[CH3:2]. The catalyst is [Pd]. The product is [NH2:12]/[CH:11]=[C:10](\[N:3]([CH2:1][CH3:2])[C:4](=[O:9])[C:5]([F:7])([F:8])[F:6])/[C:14](=[O:13])[CH3:15]. The yield is 0.640. (4) The reactants are [CH3:1][O:2][C:3]1[CH:4]=[C:5]2[C:9](=[CH:10][CH:11]=1)[CH2:8][C:7]([C:12]1[CH:13]=[C:14]([CH:19]=[CH:20][CH:21]=1)[C:15]([O:17][CH3:18])=[O:16])=[CH:6]2.COC1C=C2C(C=C(C3C=C(C=CC=3)C(OC)=O)C2)=CC=1. The catalyst is C(OCC)(=O)C.C(O)C.[Pd]. The product is [CH3:1][O:2][C:3]1[CH:4]=[C:5]2[C:9](=[CH:10][CH:11]=1)[CH2:8][CH:7]([C:12]1[CH:13]=[C:14]([CH:19]=[CH:20][CH:21]=1)[C:15]([O:17][CH3:18])=[O:16])[CH2:6]2. The yield is 0.210. (5) The reactants are FC1C=C2C(C(C3C=C(N)C(N)=CC=3)=CN2S(C2C=CC=CC=2)(=O)=[O:12])=CC=1.Br[C:29]1[CH:41]=[CH:40][C:32]2[C:33](=[O:39])[N:34]([CH3:38])[S:35](=[O:37])(=[O:36])[C:31]=2[CH:30]=1.[F:42][C:43]1[CH:51]=[C:50]2[C:46]([C:47](B3OC(C)(C)C(C)(C)O3)=[CH:48][N:49]2[C:52]([O:54][C:55]([CH3:58])([CH3:57])[CH3:56])=[O:53])=[CH:45][CH:44]=1. No catalyst specified. The product is [C:55]([O:54][C:52]([N:49]1[C:50]2[C:46](=[CH:45][CH:44]=[C:43]([F:42])[CH:51]=2)[C:47]([C:29]2[CH:41]=[CH:40][C:32]([C:33]([OH:12])=[O:39])=[C:31]([S:35](=[O:37])(=[O:36])[NH:34][CH3:38])[CH:30]=2)=[CH:48]1)=[O:53])([CH3:58])([CH3:56])[CH3:57]. The yield is 0.250. (6) The reactants are B(Br)(Br)Br.[CH:5]1([C:8]2[CH:14]=[CH:13][C:11]([NH2:12])=[CH:10][C:9]=2[O:15]C)[CH2:7][CH2:6]1. The catalyst is ClCCl. The product is [NH2:12][C:11]1[CH:13]=[CH:14][C:8]([CH:5]2[CH2:7][CH2:6]2)=[C:9]([OH:15])[CH:10]=1. The yield is 0.520.